Task: Predict which catalyst facilitates the given reaction.. Dataset: Catalyst prediction with 721,799 reactions and 888 catalyst types from USPTO (1) Reactant: [CH:1]1([C:4]2[C:5]([N:14]3[CH2:19][CH2:18][CH:17]([F:20])[CH2:16][CH2:15]3)=[CH:6][C:7]([O:12][CH3:13])=[C:8]([CH2:10][OH:11])[CH:9]=2)[CH2:3][CH2:2]1. Product: [CH:1]1([C:4]2[C:5]([N:14]3[CH2:15][CH2:16][CH:17]([F:20])[CH2:18][CH2:19]3)=[CH:6][C:7]([O:12][CH3:13])=[C:8]([CH:9]=2)[CH:10]=[O:11])[CH2:3][CH2:2]1. The catalyst class is: 661. (2) Reactant: [CH:1]1([CH:6]=[C:7]([C:18]2[NH:30][C:21]3=[N:22][CH:23]=[C:24]([O:26][CH:27]([CH3:29])[CH3:28])[CH:25]=[C:20]3[CH:19]=2)[C:8]2[CH:13]=[CH:12][C:11]([S:14]([CH3:17])(=[O:16])=[O:15])=[CH:10][CH:9]=2)[CH2:5][CH2:4][CH2:3][CH2:2]1.[H][H]. Product: [CH:1]1([CH2:6][CH:7]([C:18]2[NH:30][C:21]3=[N:22][CH:23]=[C:24]([O:26][CH:27]([CH3:28])[CH3:29])[CH:25]=[C:20]3[CH:19]=2)[C:8]2[CH:13]=[CH:12][C:11]([S:14]([CH3:17])(=[O:16])=[O:15])=[CH:10][CH:9]=2)[CH2:5][CH2:4][CH2:3][CH2:2]1. The catalyst class is: 43. (3) Reactant: [CH3:1][C:2]1[C:6]2[CH:7]=[CH:8][CH:9]=[CH:10][C:5]=2[O:4][C:3]=1[C:11](=O)[CH3:12].[CH3:14][C:15]([S@:18]([NH2:20])=[O:19])([CH3:17])[CH3:16].[Na+].[Cl-]. Product: [CH3:1][C:2]1[C:6]2[CH:7]=[CH:8][CH:9]=[CH:10][C:5]=2[O:4][C:3]=1[C:11](=[N:20][S@@:18]([C:15]([CH3:17])([CH3:16])[CH3:14])=[O:19])[CH3:12]. The catalyst class is: 1. (4) Reactant: [CH3:1][NH:2][C:3]1[C:4]([NH:15][CH:16]2[CH2:21][CH2:20][CH2:19][N:18](C(OC(C)(C)C)=O)[CH2:17]2)=[N:5][C:6]([C:9]2[CH:14]=[CH:13][N:12]=[CH:11][CH:10]=2)=[CH:7][N:8]=1.[ClH:29]. Product: [ClH:29].[CH3:1][NH:2][C:3]1[C:4]([NH:15][CH:16]2[CH2:21][CH2:20][CH2:19][NH:18][CH2:17]2)=[N:5][C:6]([C:9]2[CH:14]=[CH:13][N:12]=[CH:11][CH:10]=2)=[CH:7][N:8]=1. The catalyst class is: 275. (5) The catalyst class is: 36. Reactant: ClC(Cl)(Cl)C(Cl)(Cl)Cl.[F:9][C:10]1[CH:11]=[CH:12][C:13]([NH:16][NH:17][C:18]([C@@H:20]2[CH2:25][CH2:24][CH2:23][CH2:22][N:21]2[CH3:26])=O)=[N:14][CH:15]=1.C(N(CC)CC)C.C1(P(C2C=CC=CC=2)C2C=CC=CC=2)C=CC=CC=1. Product: [F:9][C:10]1[CH:11]=[CH:12][C:13]2[N:14]([C:18]([C@@H:20]3[CH2:25][CH2:24][CH2:23][CH2:22][N:21]3[CH3:26])=[N:17][N:16]=2)[CH:15]=1.